Predict the product of the given reaction. From a dataset of Forward reaction prediction with 1.9M reactions from USPTO patents (1976-2016). (1) Given the reactants Cl[CH2:2][CH2:3][C:4]1[C:9](=[O:10])[N:8]2[CH2:11][CH2:12][CH2:13][CH:14]([OH:15])[C:7]2=[N:6][C:5]=1[CH3:16].C(N(C(C)C)CC)(C)C.[F:26][C:27]1[CH:41]=[CH:40][C:30]2[C:31]([CH:34]3[CH2:39][CH2:38][NH:37][CH2:36][CH2:35]3)=[N:32][O:33][C:29]=2[CH:28]=1, predict the reaction product. The product is: [CH3:16][C:5]1[N:6]=[C:7]2[N:8]([CH2:11][CH2:12][CH2:13][CH:14]2[OH:15])[C:9](=[O:10])[C:4]=1[CH2:3][CH2:2][N:37]1[CH2:36][CH2:35][CH:34]([C:31]2[C:30]3[CH:40]=[CH:41][C:27]([F:26])=[CH:28][C:29]=3[O:33][N:32]=2)[CH2:39][CH2:38]1. (2) Given the reactants [CH3:1][O:2][C:3]1[CH:4]=[CH:5][C:6]([CH2:11][CH2:12][NH:13][C:14](=O)[CH2:15][CH2:16][C:17]2[CH:22]=[CH:21][C:20]([C:23]([F:26])([F:25])[F:24])=[CH:19][CH:18]=2)=[N:7][C:8]=1[O:9][CH3:10].O=P(Cl)(Cl)Cl, predict the reaction product. The product is: [CH3:10][O:9][C:8]1[C:3]([O:2][CH3:1])=[CH:4][C:5]2[C:14]([CH2:15][CH2:16][C:17]3[CH:22]=[CH:21][C:20]([C:23]([F:26])([F:25])[F:24])=[CH:19][CH:18]=3)=[N:13][CH2:12][CH2:11][C:6]=2[N:7]=1. (3) Given the reactants Cl.[N:2]12[CH2:9][CH2:8][CH:5]([CH2:6][CH2:7]1)[CH:4]([C:10]([OH:12])=[O:11])[CH2:3]2.C(Cl)CCl.C1C=CC2N(O)N=NC=2C=1.[Cl:27][C:28]1[CH:33]=[CH:32][C:31]([CH:34]([C:36]2[CH:41]=[CH:40][C:39]([Cl:42])=[CH:38][CH:37]=2)O)=[CH:30][CH:29]=1, predict the reaction product. The product is: [N:2]12[CH2:9][CH2:8][CH:5]([CH2:6][CH2:7]1)[CH:4]([C:10]([O:12][CH:34]([C:31]1[CH:32]=[CH:33][C:28]([Cl:27])=[CH:29][CH:30]=1)[C:36]1[CH:37]=[CH:38][C:39]([Cl:42])=[CH:40][CH:41]=1)=[O:11])[CH2:3]2.